The task is: Predict which catalyst facilitates the given reaction.. This data is from Catalyst prediction with 721,799 reactions and 888 catalyst types from USPTO. (1) Reactant: [C:1]([NH:4][NH:5][C:6]([C:8]1[C:17]([C@@H:18]([N:20]2[C:28](=[O:29])[C:27]3[C:22](=[CH:23][CH:24]=[CH:25][CH:26]=3)[C:21]2=[O:30])[CH3:19])=[CH:16][C:15]2[C:10](=[C:11]([Cl:31])[CH:12]=[CH:13][CH:14]=2)[N:9]=1)=O)(=O)[CH3:2].COC1C=CC(P2(SP(C3C=CC(OC)=CC=3)(=S)S2)=[S:41])=CC=1. Product: [Cl:31][C:11]1[CH:12]=[CH:13][CH:14]=[C:15]2[C:10]=1[N:9]=[C:8]([C:6]1[S:41][C:1]([CH3:2])=[N:4][N:5]=1)[C:17]([C@@H:18]([N:20]1[C:28](=[O:29])[C:27]3[C:22](=[CH:23][CH:24]=[CH:25][CH:26]=3)[C:21]1=[O:30])[CH3:19])=[CH:16]2. The catalyst class is: 182. (2) Reactant: O[C:2]([C:5]1[CH:10]=[CH:9][C:8]([C:11]2[CH:16]=[CH:15][CH:14]=[CH:13][C:12]=2[C:17]([NH:19][C:20]2[CH:25]=[CH:24][C:23]([N:26]([CH2:34][CH2:35][C:36]3[CH:41]=[CH:40][CH:39]=[CH:38][N:37]=3)C(=O)OC(C)(C)C)=[CH:22][CH:21]=2)=[O:18])=[CH:7][CH:6]=1)([CH3:4])[CH3:3].[BH4-].[Na+].FC(F)(F)C(O)=O.C(=O)([O-])[O-].[K+].[K+]. Product: [CH:2]([C:5]1[CH:6]=[CH:7][C:8]([C:11]2[C:12]([C:17]([NH:19][C:20]3[CH:25]=[CH:24][C:23]([NH:26][CH2:34][CH2:35][C:36]4[CH:41]=[CH:40][CH:39]=[CH:38][N:37]=4)=[CH:22][CH:21]=3)=[O:18])=[CH:13][CH:14]=[CH:15][CH:16]=2)=[CH:9][CH:10]=1)([CH3:4])[CH3:3]. The catalyst class is: 217. (3) Reactant: [CH2:1]([O:3][C:4](=[O:16])[CH2:5][C:6]1[CH:7]=[N:8][C:9]([C:12]([F:15])([F:14])[F:13])=[CH:10][CH:11]=1)[CH3:2].[H-].[Na+].C1OCCOCCOCCOCCOCC[O:21][CH2:20]1.C(OC=O)C.Cl. Product: [CH2:1]([O:3][C:4](=[O:16])[C:5]([C:6]1[CH:7]=[N:8][C:9]([C:12]([F:13])([F:14])[F:15])=[CH:10][CH:11]=1)=[CH:20][OH:21])[CH3:2]. The catalyst class is: 802. (4) Product: [Br:21][C:20]([Br:24])=[CH:40][C:33]1[CH:34]=[C:35]2[C:30](=[CH:31][CH:32]=1)[CH2:29][N:28]([CH:25]1[CH2:26][CH2:27]1)[CH2:37][C:36]2([CH3:39])[CH3:38]. The catalyst class is: 665. Reactant: C1(P(C2C=CC=CC=2)C2C=CC=CC=2)C=CC=CC=1.[C:20]([Br:24])(Br)(Br)[Br:21].[CH:25]1([N:28]2[CH2:37][C:36]([CH3:39])([CH3:38])[C:35]3[C:30](=[CH:31][CH:32]=[C:33]([CH:40]=O)[CH:34]=3)[CH2:29]2)[CH2:27][CH2:26]1.C(OCC)(=O)C. (5) Reactant: [N+:1]([C:4]1[C:14]([N+:15]([O-])=O)=[CH:13][C:12]2[CH:11]3[CH2:18][CH2:19][CH:7]([CH2:8][N:9]([C:20](=[O:25])[C:21]([F:24])([F:23])[F:22])[CH2:10]3)[C:6]=2[CH:5]=1)([O-])=O. Product: [NH2:1][C:4]1[C:14]([NH2:15])=[CH:13][C:12]2[CH:11]3[CH2:18][CH2:19][CH:7]([CH2:8][N:9]([C:20](=[O:25])[C:21]([F:24])([F:22])[F:23])[CH2:10]3)[C:6]=2[CH:5]=1. The catalyst class is: 29.